Dataset: Forward reaction prediction with 1.9M reactions from USPTO patents (1976-2016). Task: Predict the product of the given reaction. (1) Given the reactants [Br:1][C:2]1[CH:3]=[C:4](/[C:8](/[CH3:16])=[CH:9]/[C:10]([N:12]([C:14]#[N:15])[CH3:13])=[O:11])[CH:5]=[CH:6][CH:7]=1.[CH3:17][O:18][C:19]1[CH:26]=[CH:25][C:22]([CH2:23][NH2:24])=[CH:21][CH:20]=1, predict the reaction product. The product is: [Br:1][C:2]1[CH:3]=[C:4]([C:8]2([CH3:16])[N:24]([CH2:23][C:22]3[CH:25]=[CH:26][C:19]([O:18][CH3:17])=[CH:20][CH:21]=3)[C:14](=[NH:15])[N:12]([CH3:13])[C:10](=[O:11])[CH2:9]2)[CH:5]=[CH:6][CH:7]=1. (2) Given the reactants II.Br[C:4]1[CH:15]=[CH:14][C:7]([CH2:8][O:9][Si](C)(C)C)=[CH:6][CH:5]=1.CO[CH:18]=[C:19]=[CH2:20].[Cl-].[NH4+], predict the reaction product. The product is: [CH2:20]([C:4]1[CH:15]=[CH:14][C:7]([CH2:8][OH:9])=[CH:6][CH:5]=1)[C:19]#[CH:18]. (3) Given the reactants [CH3:1][O:2][C:3]1[CH:4]=[C:5]2[C:10](=[CH:11][C:12]=1[O:13][CH3:14])[CH:9]=[N:8][C:7]([C:15]([NH:17][C:18]1[NH:22][C:21]3[CH:23]=[C:24]([O:30][CH2:31][CH3:32])[CH:25]=[C:26]([C:27]([OH:29])=O)[C:20]=3[N:19]=1)=[O:16])=[CH:6]2.CN(C(ON1N=NC2C=CC=CC1=2)=[N+](C)C)C.F[P-](F)(F)(F)(F)F.CCN(C(C)C)C(C)C.S(O)(O)(=O)=O.[NH2:71][C:72]1[NH:73][CH:74]=[CH:75][N:76]=1, predict the reaction product. The product is: [CH2:31]([O:30][C:24]1[CH:25]=[C:26]([C:27](=[O:29])[NH:71][C:72]2[NH:73][CH:74]=[CH:75][N:76]=2)[C:20]2[NH:19][C:18]([NH:17][C:15]([C:7]3[N:8]=[CH:9][C:10]4[C:5]([CH:6]=3)=[CH:4][C:3]([O:2][CH3:1])=[C:12]([O:13][CH3:14])[CH:11]=4)=[O:16])=[N:22][C:21]=2[CH:23]=1)[CH3:32].